The task is: Predict the reaction yield, written as a fraction of the theoretical maximum amount of product (1.0 means a 100% yield; for example, 0.34 means a 34% yield).. This data is from Reaction yield outcomes from USPTO patents with 853,638 reactions. (1) The reactants are [CH:1]1([NH:4][C:5]([C:7]2[C:15]3[C:10](=[N:11][C:12]([NH2:16])=[CH:13][CH:14]=3)[N:9]([C:17]([CH3:20])([CH3:19])[CH3:18])[N:8]=2)=[O:6])[CH2:3][CH2:2]1.[C:21]1([CH3:30])[CH:26]=[CH:25][C:24]([C:27](Cl)=[O:28])=[CH:23][CH:22]=1. The catalyst is N1C=CC=CC=1. The product is [CH:1]1([NH:4][C:5]([C:7]2[C:15]3[C:10](=[N:11][C:12]([NH:16][C:27](=[O:28])[C:24]4[CH:25]=[CH:26][C:21]([CH3:30])=[CH:22][CH:23]=4)=[CH:13][CH:14]=3)[N:9]([C:17]([CH3:20])([CH3:19])[CH3:18])[N:8]=2)=[O:6])[CH2:2][CH2:3]1. The yield is 0.380. (2) The reactants are C([O:8][C:9]1[CH:14]=[CH:13][C:12]([C:15]2[O:16][C:17]3[C:22]([C:23](=[O:29])[C:24]=2[O:25][CH2:26][O:27][CH3:28])=[CH:21][CH:20]=[C:19]([O:30][CH2:31][O:32][CH3:33])[CH:18]=3)=[CH:11][C:10]=1[O:34][CH2:35][O:36][CH3:37])C1C=CC=CC=1. The catalyst is CO.[Pd]. The product is [OH:8][C:9]1[CH:14]=[CH:13][C:12]([C:15]2[O:16][C:17]3[C:22]([C:23](=[O:29])[C:24]=2[O:25][CH2:26][O:27][CH3:28])=[CH:21][CH:20]=[C:19]([O:30][CH2:31][O:32][CH3:33])[CH:18]=3)=[CH:11][C:10]=1[O:34][CH2:35][O:36][CH3:37]. The yield is 0.990.